This data is from Forward reaction prediction with 1.9M reactions from USPTO patents (1976-2016). The task is: Predict the product of the given reaction. (1) Given the reactants [CH3:1][O:2][C:3]1[CH:4]=[C:5]([C:15]2[N:19]3[CH2:20][CH2:21][CH2:22][CH:23]([C:24]([O:26][CH2:27][CH3:28])=[O:25])[C:18]3=[N:17][N:16]=2)[CH:6]=[CH:7][C:8]=1[C:9]1[O:13][C:12]([CH3:14])=[N:11][CH:10]=1.[H-].[Na+].Br[CH2:32][C:33]1[CH:38]=[CH:37][C:36]([F:39])=[C:35]([F:40])[CH:34]=1.[Cl-].[NH4+].CN(C=[O:47])C, predict the reaction product. The product is: [F:40][C:35]1[CH:34]=[C:33]([CH:38]=[CH:37][C:36]=1[F:39])[CH2:32][O:47][C:23]1([C:24]([O:26][CH2:27][CH3:28])=[O:25])[CH2:22][CH2:21][CH2:20][N:19]2[C:15]([C:5]3[CH:6]=[CH:7][C:8]([C:9]4[O:13][C:12]([CH3:14])=[N:11][CH:10]=4)=[C:3]([O:2][CH3:1])[CH:4]=3)=[N:16][N:17]=[C:18]12. (2) Given the reactants C(N(CC)CC)C.[F:8][C:9]1[C:14]([F:15])=[CH:13][CH:12]=[CH:11][C:10]=1[C@H:16]1[CH2:22][N:21]2[C:23]([CH2:26][C:27]([F:30])([F:29])[F:28])=[CH:24][N:25]=[C:20]2[C@H:19]([NH2:31])[CH2:18][CH2:17]1.Cl[C:33](OC1C=CC([N+]([O-])=O)=CC=1)=[O:34].[C:45]1([C:51]2[NH:52][C:53](=[O:62])[N:54]([CH:56]3[CH2:61][CH2:60][NH:59][CH2:58][CH2:57]3)[N:55]=2)[CH:50]=[CH:49][CH:48]=[CH:47][CH:46]=1.C(=O)([O-])[O-].[Na+].[Na+], predict the reaction product. The product is: [F:8][C:9]1[C:14]([F:15])=[CH:13][CH:12]=[CH:11][C:10]=1[C@H:16]1[CH2:22][N:21]2[C:23]([CH2:26][C:27]([F:30])([F:28])[F:29])=[CH:24][N:25]=[C:20]2[C@H:19]([NH:31][C:33]([N:59]2[CH2:58][CH2:57][CH:56]([N:54]3[C:53](=[O:62])[NH:52][C:51]([C:45]4[CH:46]=[CH:47][CH:48]=[CH:49][CH:50]=4)=[N:55]3)[CH2:61][CH2:60]2)=[O:34])[CH2:18][CH2:17]1. (3) Given the reactants [F:1][C:2]1[CH:7]=[CH:6][C:5]([O:8][C:9]([N:11]2[CH2:17][CH2:16][CH2:15][CH2:14][C@@H:13]([NH:18][C:19]([O:21]C(C)(C)C)=O)[C:12]2=[O:26])=[O:10])=[CH:4][CH:3]=1.C(O)(C(F)(F)F)=O.ClC(Cl)(OC(=O)OC(Cl)(Cl)Cl)Cl.C([O-])(O)=O.[Na+].[Cl:51][C:52]1[CH:61]=[C:60]2[C:55]([C:56]([N:63]3[CH2:68][CH2:67][NH:66][CH2:65][CH2:64]3)=[CH:57][C:58]([NH2:62])=[N:59]2)=[CH:54][CH:53]=1, predict the reaction product. The product is: [F:1][C:2]1[CH:3]=[CH:4][C:5]([O:8][C:9]([N:11]2[CH2:17][CH2:16][CH2:15][CH2:14][C@H:13]([NH:18][C:19]([N:66]3[CH2:67][CH2:68][N:63]([C:56]4[C:55]5[C:60](=[CH:61][C:52]([Cl:51])=[CH:53][CH:54]=5)[N:59]=[C:58]([NH2:62])[CH:57]=4)[CH2:64][CH2:65]3)=[O:21])[C:12]2=[O:26])=[O:10])=[CH:6][CH:7]=1. (4) Given the reactants [CH2:1]([C:3]1[CH:8]=[CH:7][C:6]([CH2:9][CH:10]([C:13]#[N:14])[C:11]#[N:12])=[CH:5][CH:4]=1)[CH3:2].O.[NH2:16][NH2:17], predict the reaction product. The product is: [NH2:12][C:11]1[C:10]([CH2:9][C:6]2[CH:5]=[CH:4][C:3]([CH2:1][CH3:2])=[CH:8][CH:7]=2)=[C:13]([NH2:14])[NH:17][N:16]=1. (5) Given the reactants [C:1]([C:3]1[CH:8]=[N:7][N:6]2[CH:9]=[C:10]([C:13](=[S:15])[NH2:14])[C:11]([CH3:12])=[C:5]2[C:4]=1[NH:16][C:17]1[CH:22]=[CH:21][C:20]([O:23][C:24]2[CH:29]=[CH:28][CH:27]=[CH:26][CH:25]=2)=[CH:19][CH:18]=1)#[N:2].Br[CH2:31][C:32]([C:34]1[CH:39]=[CH:38][CH:37]=[CH:36][CH:35]=1)=O, predict the reaction product. The product is: [CH3:12][C:11]1[C:10]([C:13]2[S:15][CH:31]=[C:32]([C:34]3[CH:39]=[CH:38][CH:37]=[CH:36][CH:35]=3)[N:14]=2)=[CH:9][N:6]2[C:5]=1[C:4]([NH:16][C:17]1[CH:22]=[CH:21][C:20]([O:23][C:24]3[CH:29]=[CH:28][CH:27]=[CH:26][CH:25]=3)=[CH:19][CH:18]=1)=[C:3]([C:1]#[N:2])[CH:8]=[N:7]2. (6) Given the reactants [I:1][C:2]1[CH:3]=[C:4]([CH:6]=[CH:7][CH:8]=1)[NH2:5].[CH3:9][N:10]1[C:14]([C:15](Cl)=[O:16])=[CH:13][C:12]([CH3:18])=[N:11]1, predict the reaction product. The product is: [I:1][C:2]1[CH:3]=[C:4]([NH:5][C:15]([C:14]2[N:10]([CH3:9])[N:11]=[C:12]([CH3:18])[CH:13]=2)=[O:16])[CH:6]=[CH:7][CH:8]=1. (7) Given the reactants I[C:2]1[N:6]([C:7]2[CH:12]=[CH:11][CH:10]=[CH:9][CH:8]=2)[N:5]=[C:4]([NH2:13])[CH:3]=1.[F:14][C:15]([F:27])([F:26])[O:16][C:17]1[CH:18]=[C:19](B(O)O)[CH:20]=[CH:21][CH:22]=1.C(=O)([O-])[O-].[Na+].[Na+].C1(P(C2CCCCC2)C2CCCCC2)CCCCC1.C(=O)([O-])O.[Na+], predict the reaction product. The product is: [C:7]1([N:6]2[C:2]([C:19]3[CH:20]=[CH:21][CH:22]=[C:17]([O:16][C:15]([F:14])([F:26])[F:27])[CH:18]=3)=[CH:3][C:4]([NH2:13])=[N:5]2)[CH:12]=[CH:11][CH:10]=[CH:9][CH:8]=1.